Dataset: Forward reaction prediction with 1.9M reactions from USPTO patents (1976-2016). Task: Predict the product of the given reaction. (1) The product is: [O:56]=[C:55]([N:11]1[CH2:12][CH:9]([O:8][CH2:7][C:3]2[S:2][CH:6]=[CH:5][CH:4]=2)[CH2:10]1)/[CH:54]=[CH:53]/[C:51]1[CH:52]=[C:47]2[NH:46][C:45](=[O:44])[NH:58][C:48]2=[N:49][CH:50]=1. Given the reactants Cl.[S:2]1[CH:6]=[CH:5][CH:4]=[C:3]1[CH2:7][O:8][CH:9]1[CH2:12][NH:11][CH2:10]1.CCN=C=NCCCN(C)C.C1C=CC2N(O)N=NC=2C=1.C(N(C(C)C)CC)(C)C.Cl.[O:44]=[C:45]1[NH:58][C:48]2=[N:49][CH:50]=[C:51](/[CH:53]=[CH:54]/[C:55](O)=[O:56])[CH:52]=[C:47]2[NH:46]1, predict the reaction product. (2) The product is: [F:1][C:2]1[CH:3]=[CH:4][C:5]([C:23]([F:26])([F:24])[F:25])=[C:6]([C@H:8]2[CH2:12][CH2:11][CH2:10][N:9]2[C:13]2[CH:18]=[CH:17][N:16]3[N:19]=[CH:20][C:21]([NH:22][C:32]([N:34]4[CH2:35][CH2:36][C@H:41]([OH:44])[CH2:38]4)=[O:33])=[C:15]3[N:14]=2)[CH:7]=1. Given the reactants [F:1][C:2]1[CH:3]=[CH:4][C:5]([C:23]([F:26])([F:25])[F:24])=[C:6]([C@H:8]2[CH2:12][CH2:11][CH2:10][N:9]2[C:13]2[CH:18]=[CH:17][N:16]3[N:19]=[CH:20][C:21]([NH2:22])=[C:15]3[N:14]=2)[CH:7]=1.C1N=CN([C:32]([N:34]2[CH:38]=N[CH:36]=[CH:35]2)=[O:33])C=1.N1CC[C@H:41]([OH:44])C1, predict the reaction product. (3) Given the reactants [C:1]([CH2:3][C:4]1[CH:12]=[CH:11][C:7]2[O:8][CH2:9][O:10][C:6]=2[C:5]=1[CH2:13][C:14]#[N:15])#N.N, predict the reaction product. The product is: [O:10]1[C:6]2[C:5]3[CH2:13][CH2:14][NH:15][CH2:1][CH2:3][C:4]=3[CH:12]=[CH:11][C:7]=2[O:8][CH2:9]1. (4) Given the reactants [NH2:1][C@@H:2]1[CH2:6][CH2:5][N:4](C(OC(C)(C)C)=O)[CH2:3]1.[CH3:14][N:15]([CH3:28])[C:16]1[CH:24]=[C:23]2[C:19]([CH:20]=[C:21]([C:25](O)=[O:26])[NH:22]2)=[CH:18][CH:17]=1.N, predict the reaction product. The product is: [CH3:14][N:15]([CH3:28])[C:16]1[CH:24]=[C:23]2[C:19]([CH:20]=[C:21]([C:25]([NH:1][C@@H:2]3[CH2:6][CH2:5][NH:4][CH2:3]3)=[O:26])[NH:22]2)=[CH:18][CH:17]=1. (5) Given the reactants [F:1][C:2]1[CH:9]=[CH:8][C:5]([CH:6]=O)=[CH:4][CH:3]=1.[CH3:10][O:11][C:12]1[CH:18]=[CH:17][C:15]([NH2:16])=[CH:14][CH:13]=1, predict the reaction product. The product is: [F:1][C:2]1[CH:9]=[CH:8][C:5]([CH:6]=[N:16][C:15]2[CH:17]=[CH:18][C:12]([O:11][CH3:10])=[CH:13][CH:14]=2)=[CH:4][CH:3]=1. (6) Given the reactants [CH2:1]([NH:8][C:9]([C:11]1[C:20]2[C:15](=[CH:16][C:17]([NH:21][S:22]([C:25]3[CH:30]=[C:29]([Cl:31])[CH:28]=[C:27]([Cl:32])[CH:26]=3)(=[O:24])=[O:23])=[CH:18][CH:19]=2)[CH:14]=[CH:13][CH:12]=1)=[O:10])[C:2]1[CH:7]=[CH:6][CH:5]=[CH:4][CH:3]=1.[CH2:33]([O:35][P:36]([CH2:41]OS(C(F)(F)F)(=O)=O)([O:38][CH2:39][CH3:40])=[O:37])[CH3:34].C(=O)([O-])[O-].[K+].[K+].C(OCC)(=O)C, predict the reaction product. The product is: [CH2:33]([O:35][P:36]([CH2:41][N:21]([C:17]1[CH:18]=[CH:19][C:20]2[C:15](=[CH:14][CH:13]=[CH:12][C:11]=2[C:9]([NH:8][CH2:1][C:2]2[CH:3]=[CH:4][CH:5]=[CH:6][CH:7]=2)=[O:10])[CH:16]=1)[S:22]([C:25]1[CH:26]=[C:27]([Cl:32])[CH:28]=[C:29]([Cl:31])[CH:30]=1)(=[O:24])=[O:23])(=[O:37])[O:38][CH2:39][CH3:40])[CH3:34]. (7) Given the reactants [Cl:1][C:2]1[CH:3]=[C:4]([C:8]2[N:13]=[CH:12][C:11]([C:14](OC)=[O:15])=[CH:10][N:9]=2)[CH:5]=[CH:6][CH:7]=1.CC(C[AlH]CC(C)C)C.Cl.C([O-])(O)=O.[Na+], predict the reaction product. The product is: [Cl:1][C:2]1[CH:3]=[C:4]([C:8]2[N:9]=[CH:10][C:11]([CH2:14][OH:15])=[CH:12][N:13]=2)[CH:5]=[CH:6][CH:7]=1.